The task is: Regression. Given a peptide amino acid sequence and an MHC pseudo amino acid sequence, predict their binding affinity value. This is MHC class II binding data.. This data is from Peptide-MHC class II binding affinity with 134,281 pairs from IEDB. (1) The peptide sequence is RICCEPKKTTNAEFT. The MHC is DRB1_0802 with pseudo-sequence DRB1_0802. The binding affinity (normalized) is 0. (2) The peptide sequence is EPGKNPKNFQTMPGT. The MHC is DRB1_0901 with pseudo-sequence DRB1_0901. The binding affinity (normalized) is 0.304. (3) The peptide sequence is PGFTILALFLAHYIG. The MHC is DRB1_1501 with pseudo-sequence DRB1_1501. The binding affinity (normalized) is 0.473. (4) The peptide sequence is DLKPGAAWTVYVGIV. The MHC is HLA-DQA10303-DQB10402 with pseudo-sequence HLA-DQA10303-DQB10402. The binding affinity (normalized) is 0.476. (5) The MHC is DRB1_0401 with pseudo-sequence DRB1_0401. The binding affinity (normalized) is 0.616. The peptide sequence is YDKFLANVSTVLPGK. (6) The peptide sequence is LQLIRLAASLQHYGL. The MHC is DRB1_0405 with pseudo-sequence DRB1_0405. The binding affinity (normalized) is 0.789. (7) The peptide sequence is AFKVSATAANAAPAN. The MHC is DRB1_0701 with pseudo-sequence DRB1_0701. The binding affinity (normalized) is 0.611. (8) The peptide sequence is MWEHAFYLQYKNVKV. The MHC is DRB1_0301 with pseudo-sequence DRB1_0301. The binding affinity (normalized) is 0.179.